From a dataset of Reaction yield outcomes from USPTO patents with 853,638 reactions. Predict the reaction yield, written as a fraction of the theoretical maximum amount of product (1.0 means a 100% yield; for example, 0.34 means a 34% yield). (1) The reactants are [CH3:1][C:2]([Si:5]([CH3:16])([CH3:15])[O:6][C:7]1[CH:8]=[C:9]([CH:12]=[CH:13][CH:14]=1)[C:10]#[N:11])([CH3:4])[CH3:3]. The catalyst is [Pd].CO. The product is [CH3:4][C:2]([Si:5]([CH3:16])([CH3:15])[O:6][C:7]1[CH:8]=[C:9]([CH2:10][NH2:11])[CH:12]=[CH:13][CH:14]=1)([CH3:1])[CH3:3]. The yield is 0.950. (2) The reactants are [CH3:1][C:2]1[N:7]2[N:8]=[C:9]([NH2:11])[N:10]=[C:6]2[CH:5]=[CH:4][C:3]=1[CH3:12].Br[C:14]1[CH:19]=[CH:18][C:17]([N:20]2[CH:24]=[C:23]([CH3:25])[N:22]=[CH:21]2)=[C:16]([O:26][CH3:27])[CH:15]=1.C(Cl)Cl. The catalyst is C(Cl)Cl.CO. The product is [CH3:1][C:2]1[N:7]2[N:8]=[C:9]([NH:11][C:14]3[CH:19]=[CH:18][C:17]([N:20]4[CH:24]=[C:23]([CH3:25])[N:22]=[CH:21]4)=[C:16]([O:26][CH3:27])[CH:15]=3)[N:10]=[C:6]2[CH:5]=[CH:4][C:3]=1[CH3:12]. The yield is 0.690. (3) The reactants are [C:1]([C:3]1[CH:8]=[CH:7][CH:6]=[CH:5][C:4]=1[C:9]1[CH:14]=[CH:13][C:12]([CH2:15][C:16]2[C:17](=[O:43])[N:18]([C@H:28]3[CH2:33][CH2:32][C@H:31]([O:34][CH2:35]C(OC(C)(C)C)=O)[CH2:30][CH2:29]3)[C:19]3[N:20]([N:25]=[CH:26][CH:27]=3)[C:21]=2[CH2:22][CH2:23][CH3:24])=[CH:11][CH:10]=1)#[N:2].C[Mg]Br.[Cl-].[NH4+]. The catalyst is O1CCCC1.C(OCC)(=O)C. The product is [OH:34][C:31]([CH3:32])([CH3:30])[CH2:35][O:34][C@H:31]1[CH2:32][CH2:33][C@H:28]([N:18]2[C:17](=[O:43])[C:16]([CH2:15][C:12]3[CH:13]=[CH:14][C:9]([C:4]4[C:3]([C:1]#[N:2])=[CH:8][CH:7]=[CH:6][CH:5]=4)=[CH:10][CH:11]=3)=[C:21]([CH2:22][CH2:23][CH3:24])[N:20]3[N:25]=[CH:26][CH:27]=[C:19]23)[CH2:29][CH2:30]1. The yield is 0.910. (4) The reactants are [N:1]1[C:6]2[NH:7][C:8]3[C:13]([C:5]=2[CH:4]=[CH:3][CH:2]=1)=[CH:12][CH:11]=[C:10]([OH:14])[CH:9]=3.Br[CH2:16][C:17]#[N:18].C([O-])([O-])=O.[K+].[K+].O. The catalyst is CC(=O)CC. The product is [N:1]1[C:6]2[NH:7][C:8]3[C:13]([C:5]=2[CH:4]=[CH:3][CH:2]=1)=[CH:12][CH:11]=[C:10]([O:14][CH2:16][C:17]#[N:18])[CH:9]=3. The yield is 0.450. (5) The reactants are [F:1][C:2]1[CH:7]=[CH:6][CH:5]=[C:4]([F:8])[C:3]=1[N:9]1[C:14]2[N:15]=[C:16](S(C)(=O)=O)[N:17]=[C:18]([C:19]3[CH:20]=[C:21]([NH:26][C:27]([C:29]4[CH:33]=[CH:32][S:31][CH:30]=4)=[O:28])[CH:22]=[CH:23][C:24]=3[CH3:25])[C:13]=2[CH:12]=[CH:11][C:10]1=[O:38].[NH:39]1[CH2:44][CH2:43][CH:42]([NH2:45])[CH2:41][CH2:40]1. No catalyst specified. The product is [NH2:45][CH:42]1[CH2:43][CH2:44][N:39]([C:16]2[N:17]=[C:18]([C:19]3[CH:20]=[C:21]([NH:26][C:27]([C:29]4[CH:33]=[CH:32][S:31][CH:30]=4)=[O:28])[CH:22]=[CH:23][C:24]=3[CH3:25])[C:13]3[CH:12]=[CH:11][C:10](=[O:38])[N:9]([C:3]4[C:4]([F:8])=[CH:5][CH:6]=[CH:7][C:2]=4[F:1])[C:14]=3[N:15]=2)[CH2:40][CH2:41]1. The yield is 0.320. (6) The reactants are [O:1]=[C:2]1[CH2:6][CH2:5][CH2:4][NH:3]1.[H-].[Na+].Br[CH2:10][C:11]1[O:12][C:13]2[CH:19]=[C:18]([C:20]([O:22][CH2:23][CH3:24])=[O:21])[CH:17]=[C:16]([O:25][C:26]3[CH:31]=[CH:30][C:29]([S:32]([CH3:35])(=[O:34])=[O:33])=[CH:28][CH:27]=3)[C:14]=2[CH:15]=1.O. The catalyst is CN(C=O)C. The product is [CH3:35][S:32]([C:29]1[CH:30]=[CH:31][C:26]([O:25][C:16]2[C:14]3[CH:15]=[C:11]([CH2:10][N:3]4[CH2:4][CH2:5][CH2:6][C:2]4=[O:1])[O:12][C:13]=3[CH:19]=[C:18]([C:20]([O:22][CH2:23][CH3:24])=[O:21])[CH:17]=2)=[CH:27][CH:28]=1)(=[O:34])=[O:33]. The yield is 0.250.